Dataset: TCR-epitope binding with 47,182 pairs between 192 epitopes and 23,139 TCRs. Task: Binary Classification. Given a T-cell receptor sequence (or CDR3 region) and an epitope sequence, predict whether binding occurs between them. (1) The epitope is GLCTLVAML. The TCR CDR3 sequence is CASSHQGPPTDGYTF. Result: 1 (the TCR binds to the epitope). (2) The epitope is KAFSPEVIPMF. The TCR CDR3 sequence is CASSWTGEGQFF. Result: 0 (the TCR does not bind to the epitope). (3) The epitope is NQKLIANQF. The TCR CDR3 sequence is CASSLASDTQYF. Result: 0 (the TCR does not bind to the epitope). (4) The epitope is CINGVCWTV. The TCR CDR3 sequence is CASSYLGDIQFNQPQHF. Result: 1 (the TCR binds to the epitope).